The task is: Predict the product of the given reaction.. This data is from Forward reaction prediction with 1.9M reactions from USPTO patents (1976-2016). (1) Given the reactants [Na+].[Cl:2][C:3]1[CH:4]=[C:5]([NH:17][C:18]2[C:27]3[C:22](=[CH:23][CH:24]=[CH:25][C:26]=3[O:28][CH2:29][C:30]([O-])=[O:31])[N:21]=[CH:20][N:19]=2)[CH:6]=[CH:7][C:8]=1[O:9][CH2:10][C:11]1[CH:16]=[CH:15][CH:14]=[CH:13][N:12]=1.CN(C(ON1N=NC2[CH:44]=[CH:45][CH:46]=[N:47]C1=2)=[N+](C)C)C.F[P-](F)(F)(F)(F)F.CCN(C(C)C)C(C)C.C1(N)CC1, predict the reaction product. The product is: [Cl:2][C:3]1[CH:4]=[C:5]([NH:17][C:18]2[C:27]3[C:22](=[CH:23][CH:24]=[CH:25][C:26]=3[O:28][CH2:29][C:30]([NH:47][CH:46]3[CH2:44][CH2:45]3)=[O:31])[N:21]=[CH:20][N:19]=2)[CH:6]=[CH:7][C:8]=1[O:9][CH2:10][C:11]1[CH:16]=[CH:15][CH:14]=[CH:13][N:12]=1. (2) Given the reactants [CH2:1]([N:7]1[CH2:12][CH2:11][C:10]([CH3:21])([C:13]2[CH:18]=[CH:17][CH:16]=[C:15]([CH:19]=C)[CH:14]=2)[CH:9]([CH3:22])[CH2:8]1)[CH2:2][CH2:3][CH2:4][CH2:5][CH3:6].I([O-])(=O)(=O)=[O:24].[Na+], predict the reaction product. The product is: [CH2:1]([N:7]1[CH2:12][CH2:11][C:10]([CH3:21])([C:13]2[CH:18]=[CH:17][CH:16]=[C:15]([CH:19]=[O:24])[CH:14]=2)[CH:9]([CH3:22])[CH2:8]1)[CH2:2][CH2:3][CH2:4][CH2:5][CH3:6]. (3) Given the reactants I[CH2:2][CH2:3][CH2:4][CH2:5][O:6][C:7]1[CH:12]=[CH:11][C:10]([NH:13][CH:14]=[C:15]2[C:23]3[C:18](=[CH:19][CH:20]=[CH:21][CH:22]=3)[NH:17][C:16]2=[O:24])=[CH:9][CH:8]=1.[NH:25]1[CH2:29][CH2:28][CH2:27][CH2:26]1, predict the reaction product. The product is: [N:25]1([CH2:2][CH2:3][CH2:4][CH2:5][O:6][C:7]2[CH:12]=[CH:11][C:10]([NH:13][CH:14]=[C:15]3[C:23]4[C:18](=[CH:19][CH:20]=[CH:21][CH:22]=4)[NH:17][C:16]3=[O:24])=[CH:9][CH:8]=2)[CH2:29][CH2:28][CH2:27][CH2:26]1. (4) Given the reactants [C:1]1(=[O:7])[NH:6][CH2:5][CH2:4][CH2:3][CH2:2]1.FC(F)(F)C(O[C:13](=O)[C:14]([F:17])(F)F)=O.[C:21]1([CH3:27])[CH:26]=CC=[CH:23][CH:22]=1, predict the reaction product. The product is: [F:17][C:14]1[CH:13]=[CH:26][C:21]([CH:27]=[C:2]2[CH2:3][CH2:4][CH2:5][NH:6][C:1]2=[O:7])=[CH:22][CH:23]=1. (5) Given the reactants Br[C:2]1[CH:3]=[CH:4][C:5]2[O:14][CH2:13][CH2:12][C:11]3[S:10][C:9]([C:15]4[N:16]([CH:20]([CH3:22])[CH3:21])[N:17]=[CH:18][N:19]=4)=[N:8][C:7]=3[C:6]=2[CH:23]=1.[S:24]([C:28]1[CH:33]=[CH:32][C:31](B(O)O)=[CH:30][CH:29]=1)(=[O:27])(=[O:26])[NH2:25], predict the reaction product. The product is: [CH:20]([N:16]1[C:15]([C:9]2[S:10][C:11]3[CH2:12][CH2:13][O:14][C:5]4[CH:4]=[CH:3][C:2]([C:31]5[CH:32]=[CH:33][C:28]([S:24]([NH2:25])(=[O:27])=[O:26])=[CH:29][CH:30]=5)=[CH:23][C:6]=4[C:7]=3[N:8]=2)=[N:19][CH:18]=[N:17]1)([CH3:22])[CH3:21]. (6) Given the reactants [F:1][C:2]1[C:7]2[C:8](=O)[O:9]C(=O)[NH:11][C:6]=2[CH:5]=[CH:4][CH:3]=1.[CH3:14][NH2:15], predict the reaction product. The product is: [NH2:11][C:6]1[CH:5]=[CH:4][CH:3]=[C:2]([F:1])[C:7]=1[C:8]([NH:15][CH3:14])=[O:9]. (7) The product is: [CH2:1]([S:3][C:4]1[CH:9]=[C:8]([C:10]([F:11])([F:12])[F:13])[N:7]=[N:6][C:5]=1[C:14]([NH:25][C:24]1[C:19]([NH:18][CH3:17])=[N:20][CH:21]=[C:22]([C:26]([F:27])([F:28])[F:29])[CH:23]=1)=[O:16])[CH3:2]. Given the reactants [CH2:1]([S:3][C:4]1[CH:9]=[C:8]([C:10]([F:13])([F:12])[F:11])[N:7]=[N:6][C:5]=1[C:14]([OH:16])=O)[CH3:2].[CH3:17][NH:18][C:19]1[C:24]([NH2:25])=[CH:23][C:22]([C:26]([F:29])([F:28])[F:27])=[CH:21][N:20]=1.CN(C(ON1N=NC2C=CC=NC1=2)=[N+](C)C)C.F[P-](F)(F)(F)(F)F.CCN(C(C)C)C(C)C, predict the reaction product.